Dataset: HIV replication inhibition screening data with 41,000+ compounds from the AIDS Antiviral Screen. Task: Binary Classification. Given a drug SMILES string, predict its activity (active/inactive) in a high-throughput screening assay against a specified biological target. (1) The compound is CCc1cc(CCC(=O)Nc2ccccc2[N+](=O)[O-])nc(S)n1. The result is 0 (inactive). (2) The molecule is CC1CN1c1c(C(=O)C=Cc2ccc(Cl)cc2)c(-c2ccccc2)nn(C)c1=O. The result is 0 (inactive). (3) The drug is CCNC(=Nc1cccc(C2=NCCN2)c1)c1ccc(C(=Nc2cccc(C3=NCCN3)c2)NCC)cc1. The result is 1 (active). (4) The molecule is CCOC(=O)C1(N)CC1.Cl. The result is 0 (inactive).